From a dataset of Merck oncology drug combination screen with 23,052 pairs across 39 cell lines. Regression. Given two drug SMILES strings and cell line genomic features, predict the synergy score measuring deviation from expected non-interaction effect. (1) Drug 1: O=P1(N(CCCl)CCCl)NCCCO1. Drug 2: Cc1nc(Nc2ncc(C(=O)Nc3c(C)cccc3Cl)s2)cc(N2CCN(CCO)CC2)n1. Cell line: ZR751. Synergy scores: synergy=-16.8. (2) Drug 1: CCC1(O)CC2CN(CCc3c([nH]c4ccccc34)C(C(=O)OC)(c3cc4c(cc3OC)N(C)C3C(O)(C(=O)OC)C(OC(C)=O)C5(CC)C=CCN6CCC43C65)C2)C1. Drug 2: COC1CC2CCC(C)C(O)(O2)C(=O)C(=O)N2CCCCC2C(=O)OC(C(C)CC2CCC(OP(C)(C)=O)C(OC)C2)CC(=O)C(C)C=C(C)C(O)C(OC)C(=O)C(C)CC(C)C=CC=CC=C1C. Cell line: LNCAP. Synergy scores: synergy=16.6.